Dataset: Forward reaction prediction with 1.9M reactions from USPTO patents (1976-2016). Task: Predict the product of the given reaction. (1) Given the reactants [CH3:1][O:2][C:3]1[CH:4]=[C:5]2[C:10](=[CH:11][C:12]=1[O:13][CH3:14])[N:9]=[CH:8][CH:7]=[C:6]2[O:15][C:16]1[CH:30]=[CH:29][C:19]([NH:20][CH:21](OCC)[C:22]([F:25])([F:24])[F:23])=[CH:18][C:17]=1[F:31].[C:32]([O:40][CH2:41][CH3:42])(=[O:39])[CH2:33][C:34]([O:36][CH2:37][CH3:38])=[O:35].[H-].[Na+].Cl, predict the reaction product. The product is: [CH3:1][O:2][C:3]1[CH:4]=[C:5]2[C:10](=[CH:11][C:12]=1[O:13][CH3:14])[N:9]=[CH:8][CH:7]=[C:6]2[O:15][C:16]1[CH:30]=[CH:29][C:19]([NH:20][CH:21]([CH:33]([C:34]([O:36][CH2:37][CH3:38])=[O:35])[C:32]([O:40][CH2:41][CH3:42])=[O:39])[C:22]([F:24])([F:25])[F:23])=[CH:18][C:17]=1[F:31]. (2) Given the reactants [C:1]([O:5][C:6]([N:8]1[CH2:13][C@H:12]([N:14]([CH:31]([CH3:33])[CH3:32])[C:15](=[O:30])[C:16]2[CH:21]=[CH:20][C:19]([O:22][CH3:23])=[C:18]([O:24][CH2:25][CH2:26][CH2:27][O:28][CH3:29])[CH:17]=2)[CH2:11][CH2:10][C@H:9]1[CH2:34][CH2:35][NH:36][CH:37]1[CH2:39][CH2:38]1)=[O:7])([CH3:4])([CH3:3])[CH3:2].Cl[C:41]([O:43][CH2:44][CH3:45])=[O:42].C(N(CC)CC)C.C(=O)([O-])O.[Na+], predict the reaction product. The product is: [CH:37]1([N:36]([C:41]([O:43][CH2:44][CH3:45])=[O:42])[CH2:35][CH2:34][C@H:9]2[CH2:10][CH2:11][C@@H:12]([N:14]([CH:31]([CH3:33])[CH3:32])[C:15](=[O:30])[C:16]3[CH:21]=[CH:20][C:19]([O:22][CH3:23])=[C:18]([O:24][CH2:25][CH2:26][CH2:27][O:28][CH3:29])[CH:17]=3)[CH2:13][N:8]2[C:6]([O:5][C:1]([CH3:3])([CH3:4])[CH3:2])=[O:7])[CH2:38][CH2:39]1. (3) Given the reactants [CH2:1]([O:8][C:9]1[CH:10]=[C:11]([CH:14]=[CH:15][C:16]=1[O:17][CH3:18])[CH:12]=[O:13])[C:2]1[CH:7]=[CH:6][CH:5]=[CH:4][CH:3]=1.[Br:19]Br, predict the reaction product. The product is: [CH2:1]([O:8][C:9]1[CH:10]=[C:11]([C:14]([Br:19])=[CH:15][C:16]=1[O:17][CH3:18])[CH:12]=[O:13])[C:2]1[CH:3]=[CH:4][CH:5]=[CH:6][CH:7]=1. (4) Given the reactants [O:1]1[CH2:4][C:3](=[CH:5][C:6]([C:8]2[CH:13]=[CH:12][C:11]([O:14][C:15]([F:18])([F:17])[F:16])=[CH:10][CH:9]=2)=[O:7])[CH2:2]1, predict the reaction product. The product is: [O:1]1[CH2:4][CH:3]([CH2:5][C:6]([C:8]2[CH:9]=[CH:10][C:11]([O:14][C:15]([F:16])([F:17])[F:18])=[CH:12][CH:13]=2)=[O:7])[CH2:2]1. (5) Given the reactants [Cl:1][C:2]1[CH:7]=[CH:6][C:5]([C:8]2[N:12]([CH2:13][CH:14](O)[CH3:15])[C:11](=[O:17])[N:10]([CH2:18][C:19]([NH:21][CH2:22][C:23]3[CH:28]=[CH:27][CH:26]=[C:25]([C:29]([F:32])([F:31])[F:30])[CH:24]=3)=[O:20])[N:9]=2)=[CH:4][CH:3]=1.CS(Cl)(=O)=O.C[O-].[Na+].Cl, predict the reaction product. The product is: [Cl:1][C:2]1[CH:7]=[CH:6][C:5]([C:8]2[N:12](/[CH:13]=[CH:14]/[CH3:15])[C:11](=[O:17])[N:10]([CH2:18][C:19]([NH:21][CH2:22][C:23]3[CH:28]=[CH:27][CH:26]=[C:25]([C:29]([F:30])([F:31])[F:32])[CH:24]=3)=[O:20])[N:9]=2)=[CH:4][CH:3]=1.